From a dataset of Reaction yield outcomes from USPTO patents with 853,638 reactions. Predict the reaction yield, written as a fraction of the theoretical maximum amount of product (1.0 means a 100% yield; for example, 0.34 means a 34% yield). The reactants are Cl[C:2]1[C:7]([N+:8]([O-:10])=[O:9])=[CH:6][N:5]=[C:4]2[CH:11]=[CH:12][S:13][C:3]=12.OC(C(F)(F)F)=O.[NH2:21][C@H:22]1[CH2:27][CH2:26][C@H:25]([CH2:28][C:29]#[N:30])[CH2:24][CH2:23]1.C(N(CC)C(C)C)(C)C. The catalyst is C(O)(C)C. The product is [N+:8]([C:7]1[C:2]([NH:21][C@H:22]2[CH2:27][CH2:26][C@H:25]([CH2:28][C:29]#[N:30])[CH2:24][CH2:23]2)=[C:3]2[S:13][CH:12]=[CH:11][C:4]2=[N:5][CH:6]=1)([O-:10])=[O:9]. The yield is 0.770.